The task is: Binary Classification. Given a miRNA mature sequence and a target amino acid sequence, predict their likelihood of interaction.. This data is from Experimentally validated miRNA-target interactions with 360,000+ pairs, plus equal number of negative samples. (1) The miRNA is hsa-miR-541-3p with sequence UGGUGGGCACAGAAUCUGGACU. The protein sequence of the target gene is MEFLWAPLLGLCCSLAAADRHTVFWNSSNPKFRNEDYTIHVQLNDYVDIICPHYEDHSVADAAMEQYILYLVEHEEYQLCQPQSKDQVRWQCNRPSAKHGPEKLSEKFQRFTPFTLGKEFKEGHSYYYISKPIHQHEDRCLRLKVTVSGKITHSPQAHDNPQEKRLAADDPEVRVLHSIGHSAAPRLFPLAWTVLLLPLLLLQTP. Result: 1 (interaction). (2) The miRNA is hsa-miR-3689c with sequence CUGGGAGGUGUGAUAUUGUGGU. The protein sequence of the target gene is MAGPGPGDQDEHYDFLFKLVLVGDASVGKTCVVQRFKTGAFSARQGSTIGVDFTMKTLEIQGKRVKLQIWDTAGQERFRTITQSYYRSANGAILAYDISKRSTFLSVPHWIEDVRKYAGSNIVQLLIGNKSDLADFREVPLAEAQSLAEHYDILCAIETSAKDSSNVEEAFTRVATELIMRHGGPMFSEKNTDHIQLDSKDIAESWGCGC. Result: 0 (no interaction). (3) The miRNA is hsa-miR-3606-5p with sequence UUAGUGAAGGCUAUUUUAAUU. The protein sequence of the target gene is MVDYIVEYDYDAVHDDELTIRVGEIIRNVKKLQEEGWLEGELNGRRGMFPDNFVKEIKRETEFKDDSLPIKRERHGNVASLVQRISTYGLPAGGIQPHPQTKNIKKKTKKRQCKVLFEYIPQNEDELELKVGDIIDINEEVEEGWWSGTLNNKLGLFPSNFVKELEVTDDGETHEAQDDSETVLAGPTSPIPSLGNVSETASGSVTQPKKIRGIGFGDIFKEGSVKLRTRTSSSETEEKKPEKPLILQSLGPKTQSVEITKTDTEGKIKAKEYCRTLFAYEGTNEDELTFKEGEIIHLIS.... Result: 1 (interaction). (4) The miRNA is hsa-miR-4634 with sequence CGGCGCGACCGGCCCGGGG. The protein sequence of the target gene is MPELYTEDFIQGCDVGELQEPGLPGVLSYVGAQERALDHRKPSTSSKKTKRVEIDQRCENRLECNGAISAHCNLRLPDSNDSPASASRVAGITDLSRNCVIKELAPQQEGNPGEVFHTVTLEQHEKHDIEEFCFREIKKKIHDFDCQWRDDERNCNKVTTAPKENLTCRRDQRDRRGIGNKSIKHQLGLSFLPHPHELQQFQAEGKIYECNHVEKSVNHGSSVSPPQIISSTIKTHVSNKYGTDFICSSLLTQEQKSCIREKPYRYIECDKALNHGSHMTVRQVSHSGEKGYKCDLCGKV.... Result: 0 (no interaction). (5) The miRNA is mmu-miR-466d-5p with sequence UGUGUGUGCGUACAUGUACAUG. The protein sequence of the target gene is MAMYLTREEWRPLDPTQRDLYRDVMQENYGNVVSLDFEIRSENEANPKQEFSDDVEFATMSEEPLENAEKNPGSEEAFESGDQAERPWGDLTAEEWVSYPLQQVTDLLVHKEAHAGIRYHICSQCGKAFSQISDLNRHQKTHTGDRPYKCYECGKGFSRSSHLIQHQRTHTGERPYDCNECGKSFGRSSHLIQHQTIHTGEKPHKCTECGKSFCRLSHLIQHQRTHSGEKPYECEECGKSFSRSSHLAQHQRTHTGEKPYECHECGRGFSERSDLIKHYRVHTGERPYKCDECGKNFSQN.... Result: 1 (interaction). (6) The miRNA is rno-miR-101a-3p with sequence UACAGUACUGUGAUAACUGAA. The protein sequence of the target gene is MNLLDPFMKMTDEQEKGLSGAPSPTMSEDSAGSPCPSGSGSDTENTRPQENTFPKGEPDLKKESEEDKFPVCIREAVSQVLKGYDWTLVPMPVRVNGSSKNKPHVKRPMNAFMVWAQAARRKLADQYPHLHNAELSKTLGKLWRLLNESEKRPFVEEAERLRVQHKKDHPDYKYQPRRRKSVKNGQAEAEEATEQTHISPNAIFKALQADSPHSSSGMSEVHSPGEHSGQSQGPPTPPTTPKTDVQAGKVDLKREGRPLAEGGRQPPIDFRDVDIGELSSDVISNIETFDVNEFDQYLPP.... Result: 1 (interaction). (7) The miRNA is hsa-miR-760 with sequence CGGCUCUGGGUCUGUGGGGA. The protein sequence of the target gene is MKVRLLRQLSAAAKVKAPSGLQGPPQAHQFISLLLEEYGALCQAARSISTFLGTLENEHLKKFQVTWELHNKHLFENLVFSEPLLQSNLPALVSQIRLGTTTHDTCSEDTYSTLLQRYQRSEEELRRVAEEWLECQKRIDAYVDEQMTMKTKQRMLTEDWELFKQRRFIEEQLTNKKAVTGENNFTDTMRHMLSSRLSMPDCPNCNYRRRCACDDCSLSHILTCGIMDPPVTDDIHIHQLPLQVDPAPDYLAERSPPSVSSASSGSGSSSPITIQQHPRLILTDSGSAPTFCSDDEDVAP.... Result: 1 (interaction). (8) The miRNA is hsa-miR-4324 with sequence CCCUGAGACCCUAACCUUAA. The protein sequence of the target gene is MAASASAAAGEEDWVLPSEVEVLESIYLDELQVIKGNGRTSPWEIYITLHPATAEDQDSQYVCFTLVLQVPAEYPHEVPQISIRNPRGLSDEQIHTILQVLGHVAKAGLGTAMLYELIEKGKEILTDNNIPHGQCVICLYGFQEKEAFTKTPCYHYFHCHCLARYIQHMEQELKAQGQEQEQERQHATTKQKAVGVQCPVCREPLVYDLASLKAAPEPQQPMELYQPSAESLRQQEERKRLYQRQQERGGIIDLEAERNRYFISLQQPPAPAEPESAVDVSKGSQPPSTLAAELSTSPAV.... Result: 0 (no interaction). (9) The miRNA is hsa-miR-4708-3p with sequence AGCAAGGCGGCAUCUCUCUGAU. The protein sequence of the target gene is MREYKVVVLGSGGVGKSALTVQFVTGTFIEKYDPTIEDFYRKEIEVDSSPSVLEILDTAGTEQFASMRDLYIKNGQGFILVYSLVNQQSFQDIKPMRDQIVRVKRYEKVPLILVGNKVDLEPEREVMSSEGRALAQEWGCPFMETSAKSKSMVDELFAEIVRQMNYSSLPEKQDQCCTTCVVQ. Result: 0 (no interaction). (10) The miRNA is mmu-miR-466i-5p with sequence UGUGUGUGUGUGUGUGUGUG. The protein sequence of the target gene is MFKVIQRSVGPASLSLLTFKVYAAPKKDSPPKNSVKVDELSLYSVPEGQSKYVEEARSQLEESISQLRHYCEPYTTWCQETYSQTKPKMQSLVQWGLDSYDYLQNAPPGFFPRLGVIGFAGLIGLLLARGSKIKKLVYPPGFMGLAASLYYPQQAIVFAQVSGERLYDWGLRGYIVIEDLWKENFQKPGNVKNSPGTK. Result: 0 (no interaction).